This data is from Peptide-MHC class I binding affinity with 185,985 pairs from IEDB/IMGT. The task is: Regression. Given a peptide amino acid sequence and an MHC pseudo amino acid sequence, predict their binding affinity value. This is MHC class I binding data. (1) The peptide sequence is TVFYNIPPM. The MHC is HLA-A30:02 with pseudo-sequence HLA-A30:02. The binding affinity (normalized) is 0.213. (2) The peptide sequence is TQGYFPDWQNY. The MHC is HLA-A11:01 with pseudo-sequence HLA-A11:01. The binding affinity (normalized) is 0.240. (3) The peptide sequence is NESVSRIEL. The MHC is HLA-B40:01 with pseudo-sequence HLA-B40:01. The binding affinity (normalized) is 1.00. (4) The peptide sequence is YVDRFYKSL. The MHC is Mamu-A07 with pseudo-sequence Mamu-A07. The binding affinity (normalized) is 0.